From a dataset of Catalyst prediction with 721,799 reactions and 888 catalyst types from USPTO. Predict which catalyst facilitates the given reaction. (1) Reactant: [CH3:1][O:2][C:3]1[CH:4]=[C:5]([C:11]2[C@@H:20]3[C@@H:15]([CH2:16][CH2:17][CH2:18][CH2:19]3)[C:14](=[O:21])[N:13]([CH:22]3[CH2:27][CH2:26][N:25]([C:28](=[O:42])[C@H:29]([NH:34]C(=O)OC(C)(C)C)[CH2:30][CH2:31][S:32][CH3:33])[CH2:24][CH2:23]3)[N:12]=2)[CH:6]=[CH:7][C:8]=1[O:9][CH3:10].[ClH:43]. Product: [ClH:43].[NH2:34][C@H:29]([CH2:30][CH2:31][S:32][CH3:33])[C:28]([N:25]1[CH2:26][CH2:27][CH:22]([N:13]2[N:12]=[C:11]([C:5]3[CH:6]=[CH:7][C:8]([O:9][CH3:10])=[C:3]([O:2][CH3:1])[CH:4]=3)[C@@H:20]3[C@@H:15]([CH2:16][CH2:17][CH2:18][CH2:19]3)[C:14]2=[O:21])[CH2:23][CH2:24]1)=[O:42]. The catalyst class is: 1. (2) Reactant: Cl[C:2]1[N:3]=[C:4]([NH:17][CH2:18][C:19]2[CH:24]=[CH:23][CH:22]=[CH:21][N:20]=2)[C:5]2[C:10]([C:11]3[CH:16]=[CH:15][CH:14]=[CH:13][CH:12]=3)=[CH:9][S:8][C:6]=2[N:7]=1.Cl.[NH:26]1[CH2:34][CH2:33][CH2:32][C@H:28]([C:29]([OH:31])=[O:30])[CH2:27]1.C(N(C(C)C)CC)(C)C.N1CCCC(C(O)=O)C1.[OH-].[Na+]. Product: [C:11]1([C:10]2[C:5]3[C:4]([NH:17][CH2:18][C:19]4[CH:24]=[CH:23][CH:22]=[CH:21][N:20]=4)=[N:3][C:2]([N:26]4[CH2:34][CH2:33][CH2:32][C@H:28]([C:29]([OH:31])=[O:30])[CH2:27]4)=[N:7][C:6]=3[S:8][CH:9]=2)[CH:16]=[CH:15][CH:14]=[CH:13][CH:12]=1. The catalyst class is: 6. (3) Reactant: [Br:1][C:2]1[CH:3]=[C:4]([C:8]([C:10]2[C:11](Cl)=[N:12][CH:13]=[N:14][CH:15]=2)=[O:9])[S:5][C:6]=1[Cl:7].[NH2:17][C@@H:18]1[CH2:22][C@H:21]([CH2:23][OH:24])[C@@H:20]([O:25][Si:26]([CH:33]([CH3:35])[CH3:34])([CH:30]([CH3:32])[CH3:31])[CH:27]([CH3:29])[CH3:28])[CH2:19]1.C([O-])([O-])=O.[K+].[K+]. Product: [Br:1][C:2]1[CH:3]=[C:4]([C:8]([C:10]2[C:11]([NH:17][C@H:18]3[CH2:19][C@H:20]([O:25][Si:26]([CH:30]([CH3:32])[CH3:31])([CH:33]([CH3:34])[CH3:35])[CH:27]([CH3:28])[CH3:29])[C@@H:21]([CH2:23][OH:24])[CH2:22]3)=[N:12][CH:13]=[N:14][CH:15]=2)=[O:9])[S:5][C:6]=1[Cl:7]. The catalyst class is: 31. (4) Product: [F:9][C:10]1[C:11]([O:18][CH2:1][C:2]2[CH:7]=[CH:6][CH:5]=[CH:4][CH:3]=2)=[C:12]([OH:16])[CH:13]=[CH:14][CH:15]=1. Reactant: [CH2:1](Br)[C:2]1[CH:7]=[CH:6][CH:5]=[CH:4][CH:3]=1.[F:9][C:10]1[CH:11]=[C:12]([OH:16])[CH:13]=[CH:14][CH:15]=1.C([O-])([O-])=[O:18].[K+].[K+].Cl. The catalyst class is: 3. (5) Reactant: Br[C:2]1[CH:7]=[C:6]([N+:8]([O-:10])=[O:9])[C:5]([NH2:11])=[C:4]([Cl:12])[CH:3]=1.[F:13][C:14]1[CH:19]=[CH:18][CH:17]=[CH:16][C:15]=1B(O)O.C([O-])([O-])=O.[Na+].[Na+]. Product: [Cl:12][C:4]1[CH:3]=[C:2]([C:15]2[CH:16]=[CH:17][CH:18]=[CH:19][C:14]=2[F:13])[CH:7]=[C:6]([N+:8]([O-:10])=[O:9])[C:5]=1[NH2:11]. The catalyst class is: 77.